This data is from Full USPTO retrosynthesis dataset with 1.9M reactions from patents (1976-2016). The task is: Predict the reactants needed to synthesize the given product. (1) Given the product [N+:20]([C:9]1[CH:10]=[CH:11][C:12]([N:14]2[CH2:19][CH2:18][CH2:17][CH2:16][CH2:15]2)=[CH:13][C:8]=1[C:4]1[CH:3]=[C:2]([NH:29][CH2:28][C:27]2[CH:30]=[CH:31][CH:32]=[C:25]([C:24]([F:23])([F:33])[F:34])[CH:26]=2)[CH:7]=[CH:6][N:5]=1)([O-:22])=[O:21], predict the reactants needed to synthesize it. The reactants are: F[C:2]1[CH:7]=[CH:6][N:5]=[C:4]([C:8]2[CH:13]=[C:12]([N:14]3[CH2:19][CH2:18][CH2:17][CH2:16][CH2:15]3)[CH:11]=[CH:10][C:9]=2[N+:20]([O-:22])=[O:21])[CH:3]=1.[F:23][C:24]([F:34])([F:33])[C:25]1[CH:26]=[C:27]([CH:30]=[CH:31][CH:32]=1)[CH2:28][NH2:29].C(=O)([O-])[O-].[K+].[K+]. (2) The reactants are: [F:1][C:2]1[CH:16]=[CH:15][C:5]([CH2:6][NH:7][CH:8]2[CH2:13][CH2:12][N:11]([CH3:14])[CH2:10][CH2:9]2)=[CH:4][CH:3]=1.[CH2:17]([O:21][C:22]1[CH:27]=[CH:26][C:25]([CH2:28][N:29]=[C:30]=[O:31])=[CH:24][CH:23]=1)[CH:18]([CH3:20])[CH3:19]. Given the product [F:1][C:2]1[CH:3]=[CH:4][C:5]([CH2:6][N:7]([CH:8]2[CH2:9][CH2:10][N:11]([CH3:14])[CH2:12][CH2:13]2)[C:30]([NH:29][CH2:28][C:25]2[CH:26]=[CH:27][C:22]([O:21][CH2:17][CH:18]([CH3:20])[CH3:19])=[CH:23][CH:24]=2)=[O:31])=[CH:15][CH:16]=1, predict the reactants needed to synthesize it. (3) Given the product [CH2:2]([O:9][C:10]1[CH:19]=[CH:18][CH:17]=[C:16]2[C:11]=1[CH2:12][CH2:13][CH2:14][CH:15]2[C:20]([N:22]([CH2:23][C:24]1[CH:25]=[N:26][N:27]([CH2:39][C:40]2[N:41]=[C:42]([CH3:45])[S:43][CH:44]=2)[CH:28]=1)[C:29]1[CH:30]=[N:31][C:32]([CH:35]([CH3:37])[CH3:36])=[CH:33][CH:34]=1)=[O:21])[C:3]1[CH:8]=[CH:7][CH:6]=[CH:5][CH:4]=1, predict the reactants needed to synthesize it. The reactants are: Cl.[CH2:2]([O:9][C:10]1[CH:19]=[CH:18][CH:17]=[C:16]2[C:11]=1[CH2:12][CH2:13][CH2:14][CH:15]2[C:20]([N:22]([C:29]1[CH:30]=[N:31][C:32]([CH:35]([CH3:37])[CH3:36])=[CH:33][CH:34]=1)[CH2:23][C:24]1[CH:25]=[N:26][NH:27][CH:28]=1)=[O:21])[C:3]1[CH:8]=[CH:7][CH:6]=[CH:5][CH:4]=1.Cl[CH2:39][C:40]1[N:41]=[C:42]([CH3:45])[S:43][CH:44]=1. (4) Given the product [CH2:18]([N:13]1[C:12]([C:32]2[CH:33]=[CH:34][C:29]([CH3:28])=[CH:30][CH:31]=2)=[C:11]2[C:15]([CH2:16][CH2:17][NH:8][CH2:9][CH2:10]2)=[N:14]1)[CH3:19], predict the reactants needed to synthesize it. The reactants are: C(OC([N:8]1[CH2:17][CH2:16][C:15]2[C:11](=[C:12](OS(C(F)(F)F)(=O)=O)[N:13]([CH2:18][CH3:19])[N:14]=2)[CH2:10][CH2:9]1)=O)(C)(C)C.[CH3:28][C:29]1[CH:34]=[CH:33][C:32](B(O)O)=[CH:31][CH:30]=1.